Dataset: Full USPTO retrosynthesis dataset with 1.9M reactions from patents (1976-2016). Task: Predict the reactants needed to synthesize the given product. (1) Given the product [OH:64][C:65]1[C:20]2[C:15](=[CH:16][CH:17]=[CH:18][CH:19]=2)[CH:14]=[CH:22][C:21]=1[C:23]([NH:57][C:52]([CH3:56])([CH3:51])[C:53]([OH:55])=[O:54])=[O:24], predict the reactants needed to synthesize it. The reactants are: C(N=C=NC(C)C)(C)C.C1[C:22]2[CH:21]([CH2:23][O:24]C(NC(C)(C)C(O)=O)=O)[C:20]3[C:15](=[CH:16][CH:17]=[CH:18][CH:19]=3)[C:14]=2C=CC=1.C([CH2:51][C:52]([NH2:57])([CH3:56])[C:53]([OH:55])=[O:54])(OCC1C2C(=CC=CC=2)C2C1=CC=CC=2)=O.N1CCCCC1.[OH:64][C:65]1C2C(=CC=CC=2)C=CC=1C(O)=O.ON1C2C=CC=CC=2N=N1.C1C=CC2S(=O)(=O)OC(C3C=C(Br)C(O)=C(Br)C=3)(C3C=C(Br)C(O)=C(Br)C=3)C=2C=1. (2) The reactants are: [Br:1][C:2]1[S:3][C:4](NC(=O)OC(C)(C)C)=[C:5]([C:7](=[O:31])[NH:8][C:9]2[CH:10]=[N:11][N:12]([CH3:30])[C:13]=2[C:14]23[O:21][CH:18]([CH2:19]C2)[CH:17]([NH:22][C:23]([O:25][C:26]([CH3:29])([CH3:28])[CH3:27])=[O:24])[CH2:16][CH2:15]3)[N:6]=1.[F:40][C@H]1[C@H](NC(=O)OC(C)(C)C)CC[C@@H](C2N(C)N=CC=2[N+]([O-])=O)OC1.BrC1SC=C(C(O)=O)N=1. Given the product [Br:1][C:2]1[S:3][CH:4]=[C:5]([C:7]([NH:8][C:9]2[CH:10]=[N:11][N:12]([CH3:30])[C:13]=2[C@H:14]2[O:21][CH2:19][C@@H:18]([F:40])[C@H:17]([NH:22][C:23](=[O:24])[O:25][C:26]([CH3:29])([CH3:28])[CH3:27])[CH2:16][CH2:15]2)=[O:31])[N:6]=1, predict the reactants needed to synthesize it.